Dataset: Full USPTO retrosynthesis dataset with 1.9M reactions from patents (1976-2016). Task: Predict the reactants needed to synthesize the given product. (1) Given the product [CH2:21]([C:20]1[NH:29][N:28]=[C:1]([C:4]2[CH:9]=[CH:8][CH:7]=[CH:6][CH:5]=2)[CH:2]=1)[CH2:22][CH:23]=[CH2:24], predict the reactants needed to synthesize it. The reactants are: [C:1]([C:4]1[CH:9]=[CH:8][CH:7]=[CH:6][CH:5]=1)(=O)[CH3:2].[Li+].C[Si]([N-][Si](C)(C)C)(C)C.[C:20](Cl)(=O)[CH2:21][CH2:22][CH:23]=[CH2:24].O.[NH2:28][NH2:29]. (2) Given the product [C:57]1([C:42]2[CH:41]=[CH:40][C:39]3[N:38]([C:28]4[N:29]=[C:30]([C:32]5[CH:33]=[CH:34][CH:35]=[CH:36][CH:37]=5)[N:31]=[C:26]([N:13]5[C:12]6[CH:11]=[C:10]7[C:2]([CH3:22])([CH3:1])[C:3]8[C:8]([C:9]7=[CH:21][C:20]=6[C:19]6[C:14]5=[CH:15][CH:16]=[CH:17][CH:18]=6)=[CH:7][CH:6]=[CH:5][CH:4]=8)[N:27]=4)[C:50]4[C:45]([C:44]=3[CH:43]=2)=[CH:46][C:47]([C:51]2[CH:56]=[CH:55][CH:54]=[CH:53][CH:52]=2)=[CH:48][CH:49]=4)[CH:58]=[CH:59][CH:60]=[CH:61][CH:62]=1, predict the reactants needed to synthesize it. The reactants are: [CH3:1][C:2]1([CH3:22])[C:10]2=[CH:11][C:12]3[NH:13][C:14]4[C:19]([C:20]=3[CH:21]=[C:9]2[C:8]2[C:3]1=[CH:4][CH:5]=[CH:6][CH:7]=2)=[CH:18][CH:17]=[CH:16][CH:15]=4.[H-].[Na+].Cl[C:26]1[N:31]=[C:30]([C:32]2[CH:37]=[CH:36][CH:35]=[CH:34][CH:33]=2)[N:29]=[C:28]([N:38]2[C:50]3[CH:49]=[CH:48][C:47]([C:51]4[CH:56]=[CH:55][CH:54]=[CH:53][CH:52]=4)=[CH:46][C:45]=3[C:44]3[C:39]2=[CH:40][CH:41]=[C:42]([C:57]2[CH:62]=[CH:61][CH:60]=[CH:59][CH:58]=2)[CH:43]=3)[N:27]=1. (3) Given the product [CH3:28][N:25]1[CH2:24][CH2:23][N:22]([C:18]2[N:17]3[C:29]([CH2:30][OH:31])=[C:14]([CH2:13][N:2]([CH3:1])[C@@H:3]4[C:12]5[N:11]=[CH:10][CH:9]=[CH:8][C:7]=5[CH2:6][CH2:5][CH2:4]4)[N:15]=[C:16]3[CH:21]=[CH:20][CH:19]=2)[CH2:27][CH2:26]1, predict the reactants needed to synthesize it. The reactants are: [CH3:1][N:2]([CH2:13][C:14]1[N:15]=[C:16]2[CH:21]=[CH:20][CH:19]=[C:18]([N:22]3[CH2:27][CH2:26][N:25]([CH3:28])[CH2:24][CH2:23]3)[N:17]2[CH:29]=1)[C@@H:3]1[C:12]2[N:11]=[CH:10][CH:9]=[CH:8][C:7]=2[CH2:6][CH2:5][CH2:4]1.[CH2:30]=[O:31]. (4) Given the product [N:29]1[CH:30]=[CH:31][C:26]([NH:25][S:22]([C:16]2[CH:17]=[C:18]3[C:13](=[CH:14][CH:15]=2)[C:12]([C:3]2[CH:4]=[CH:5][C:6]([C:8]([F:9])([F:10])[F:11])=[CH:7][C:2]=2[C:40]2[CH2:45][CH2:44][N:43]([C:46]([O:48][C:49]([CH3:52])([CH3:51])[CH3:50])=[O:47])[CH2:42][CH:41]=2)=[CH:21][CH:20]=[CH:19]3)(=[O:24])=[O:23])=[N:27][CH:28]=1, predict the reactants needed to synthesize it. The reactants are: Cl[C:2]1[CH:7]=[C:6]([C:8]([F:11])([F:10])[F:9])[CH:5]=[CH:4][C:3]=1[C:12]1[CH:21]=[CH:20][CH:19]=[C:18]2[C:13]=1[CH:14]=[CH:15][C:16]([S:22]([NH:25][C:26]1[CH:31]=[CH:30][N:29]=[CH:28][N:27]=1)(=[O:24])=[O:23])=[CH:17]2.CC1(C)C(C)(C)OB([C:40]2[CH2:45][CH2:44][N:43]([C:46]([O:48][C:49]([CH3:52])([CH3:51])[CH3:50])=[O:47])[CH2:42][CH:41]=2)O1.P([O-])([O-])([O-])=O.[K+].[K+].[K+]. (5) Given the product [CH2:1]([O:3][C:4](=[O:34])[CH2:5][CH2:6][C:7]1[CH:12]=[C:11]([Cl:13])[CH:10]=[CH:9][C:8]=1[O:14][CH2:15][C:16]([N:18]1[CH2:23][C@H:22]([CH3:24])[N:21]([CH2:25][C:26]2[CH:27]=[CH:28][C:29]([F:32])=[CH:30][CH:31]=2)[CH2:20][C@H:19]1[CH3:33])=[O:17])[CH3:2], predict the reactants needed to synthesize it. The reactants are: [CH2:1]([O:3][C:4](=[O:34])[CH:5]=[CH:6][C:7]1[CH:12]=[C:11]([Cl:13])[CH:10]=[CH:9][C:8]=1[O:14][CH2:15][C:16]([N:18]1[CH2:23][C@H:22]([CH3:24])[N:21]([CH2:25][C:26]2[CH:31]=[CH:30][C:29]([F:32])=[CH:28][CH:27]=2)[CH2:20][C@H:19]1[CH3:33])=[O:17])[CH3:2].[H][H]. (6) The reactants are: O[CH:2]1[C:23]2[C:18](=[CH:19][CH:20]=[CH:21][CH:22]=2)[O:17][C:4]2([CH2:9][CH2:8][N:7]([C:10]([O:12][C:13]([CH3:16])([CH3:15])[CH3:14])=[O:11])[CH2:6][CH2:5]2)[CH2:3]1.O.CC1C=CC(S(O)(=O)=O)=CC=1.C(N(CC)CC)C. Given the product [N:7]1([C:10]([O:12][C:13]([CH3:16])([CH3:15])[CH3:14])=[O:11])[CH2:6][CH2:5][C:4]2([CH:3]=[CH:2][C:23]3[C:18](=[CH:19][CH:20]=[CH:21][CH:22]=3)[O:17]2)[CH2:9][CH2:8]1, predict the reactants needed to synthesize it. (7) Given the product [CH3:21][Si:22]([CH3:24])([CH3:23])[O:51][C:30]1([C:2]2[CH:7]=[C:6]([Br:8])[CH:5]=[CH:4][C:3]=2[CH:9]([O:12][CH:13]([CH3:15])[CH3:14])[O:10][CH3:11])[CH:29]([O:28][Si:27]([CH3:26])([CH3:52])[CH3:53])[CH:34]([O:35][Si:36]([CH3:37])([CH3:38])[CH3:39])[CH:33]([O:40][Si:41]([CH3:44])([CH3:43])[CH3:42])[CH:32]([CH2:45][O:46][Si:47]([CH3:50])([CH3:49])[CH3:48])[O:31]1, predict the reactants needed to synthesize it. The reactants are: Br[C:2]1[CH:7]=[C:6]([Br:8])[CH:5]=[CH:4][C:3]=1[CH:9]([O:12][CH:13]([CH3:15])[CH3:14])[O:10][CH3:11].C([Li])CCC.[CH3:21][Si:22](Cl)([CH3:24])[CH3:23].[CH3:26][Si:27]([CH3:53])([CH3:52])[O:28][CH:29]1[CH:34]([O:35][Si:36]([CH3:39])([CH3:38])[CH3:37])[CH:33]([O:40][Si:41]([CH3:44])([CH3:43])[CH3:42])[CH:32]([CH2:45][O:46][Si:47]([CH3:50])([CH3:49])[CH3:48])[O:31][C:30]1=[O:51]. (8) Given the product [I:1][C:2]1[CH:3]=[CH:4][C:5]([C:6]2[CH:8]=[C:9]([OH:11])[N:16]([C:18]3[N:23]=[CH:22][CH:21]=[CH:20][N:19]=3)[N:17]=2)=[CH:14][CH:15]=1, predict the reactants needed to synthesize it. The reactants are: [I:1][C:2]1[CH:15]=[CH:14][C:5]([C:6]([CH2:8][C:9]([O:11]CC)=O)=O)=[CH:4][CH:3]=1.[NH:16]([C:18]1[N:23]=[CH:22][CH:21]=[CH:20][N:19]=1)[NH2:17].